Dataset: Forward reaction prediction with 1.9M reactions from USPTO patents (1976-2016). Task: Predict the product of the given reaction. (1) Given the reactants [C:1]1([CH2:7][C:8]([O:10][CH2:11][CH3:12])=[O:9])[CH:6]=[CH:5][CH:4]=[CH:3][CH:2]=1.[Li+].[CH3:14]C([N-]C(C)C)C.CI.CN1C(=O)N(C)CCC1, predict the reaction product. The product is: [CH2:11]([O:10][C:8](=[O:9])[CH:7]([C:1]1[CH:6]=[CH:5][CH:4]=[CH:3][CH:2]=1)[CH3:14])[CH3:12]. (2) Given the reactants Br[C:2]1[S:3][C:4]([Br:10])=[CH:5][C:6]=1[C:7]([OH:9])=[O:8].C([O-])([O-])=O.[K+].[K+].[O:17]1[CH:21]=[CH:20][C:19](B(O)O)=[CH:18]1.Cl, predict the reaction product. The product is: [Br:10][C:4]1[S:3][C:2]([C:19]2[CH:20]=[CH:21][O:17][CH:18]=2)=[C:6]([C:7]([OH:9])=[O:8])[CH:5]=1. (3) Given the reactants [NH:1]1[C:5]2=[CH:6][N:7]=[CH:8][CH:9]=[C:4]2[CH:3]=[CH:2]1.[Cl-].[Al+3].[Cl-].[Cl-].[Cl:14][C:15]1[CH:23]=[CH:22][CH:21]=[C:20]([Cl:24])[C:16]=1[C:17](Cl)=[O:18].CO, predict the reaction product. The product is: [Cl:14][C:15]1[CH:23]=[CH:22][CH:21]=[C:20]([Cl:24])[C:16]=1[C:17]([C:3]1[C:4]2[C:5](=[CH:6][N:7]=[CH:8][CH:9]=2)[NH:1][CH:2]=1)=[O:18]. (4) Given the reactants C(OC([N:11]1[CH2:15][C@H:14]([F:16])[C@H:13]([F:17])[C@H:12]1[C:18]([OH:20])=[O:19])=O)C1C=CC=CC=1.[OH-].[Na+].[CH3:35][C:34]([O:33][C:31](O[C:31]([O:33][C:34]([CH3:37])([CH3:36])[CH3:35])=[O:32])=[O:32])([CH3:37])[CH3:36], predict the reaction product. The product is: [C:34]([O:33][C:31]([N:11]1[CH2:15][C@H:14]([F:16])[C@H:13]([F:17])[C@H:12]1[C:18]([OH:20])=[O:19])=[O:32])([CH3:35])([CH3:36])[CH3:37]. (5) Given the reactants [N:1]1([CH2:4][CH2:5][OH:6])[CH2:3][CH2:2]1.[H-].[Na+].[C:9]([O:19][CH3:20])(=[O:18])[CH2:10][CH2:11][CH2:12][CH2:13][C:14]([O:16]C)=O, predict the reaction product. The product is: [N:1]1([CH2:4][CH2:5][O:6][C:14](=[O:16])[CH2:13][CH2:12][CH2:11][CH2:10][C:9]([O:19][CH2:20][CH2:4][N:1]2[CH2:3][CH2:2]2)=[O:18])[CH2:3][CH2:2]1. (6) Given the reactants [F:1][C:2]1([F:26])[CH2:4][CH:3]1[CH2:5][N:6]1[C:14]2[C:9](=[N:10][C:11]([C:15]3[CH2:16][CH:17]4[CH2:21][NH:20][CH2:19][CH:18]4[CH:22]=3)=[CH:12][CH:13]=2)[N:8]([CH3:23])[S:7]1(=[O:25])=[O:24], predict the reaction product. The product is: [F:26][C:2]1([F:1])[CH2:4][CH:3]1[CH2:5][N:6]1[C:14]2[C:9](=[N:10][C:11]([CH:15]3[CH2:16][CH:17]4[CH2:21][NH:20][CH2:19][CH:18]4[CH2:22]3)=[CH:12][CH:13]=2)[N:8]([CH3:23])[S:7]1(=[O:25])=[O:24]. (7) Given the reactants [CH3:1][N:2]([CH3:55])[C@@H:3]1[CH2:7][CH2:6][N:5]([S:8]([C:11]2[CH:16]=[CH:15][C:14]([O:17][CH2:18][CH2:19][CH3:20])=[C:13]([C:21]3[NH:26][C:25]4[C:27]5[C:28](=[N:42][N:43](CC6C=CC(OC)=CC=6)[CH:44]=5)[N:29]=[C:30]([NH:31][CH2:32][C:33]5[CH:38]=[CH:37][C:36]([O:39][CH3:40])=[C:35]([Cl:41])[CH:34]=5)[C:24]=4[C:23](=[O:54])[N:22]=3)[CH:12]=2)(=[O:10])=[O:9])[CH2:4]1, predict the reaction product. The product is: [Cl:41][C:35]1[CH:34]=[C:33]([CH2:32][NH:31][C:30]2[C:24]3[C:23](=[O:54])[N:22]=[C:21]([C:13]4[CH:12]=[C:11]([S:8]([N:5]5[CH2:6][CH2:7][C@@H:3]([N:2]([CH3:55])[CH3:1])[CH2:4]5)(=[O:9])=[O:10])[CH:16]=[CH:15][C:14]=4[O:17][CH2:18][CH2:19][CH3:20])[NH:26][C:25]=3[C:27]3=[CH:44][NH:43][N:42]=[C:28]3[N:29]=2)[CH:38]=[CH:37][C:36]=1[O:39][CH3:40]. (8) Given the reactants [Cl:1][C:2]1[CH:10]=[CH:9][C:8]([C:11]2[CH:15]=[N:14][NH:13][N:12]=2)=[CH:7][C:3]=1[C:4]([OH:6])=O.ON1C2C=CC=CC=2N=N1.CN(C)CCCN=C=NCC.Cl.[NH2:38][CH2:39][C:40]1([OH:47])[CH2:46][CH2:45][CH2:44][CH2:43][CH2:42][CH2:41]1.C(=O)([O-])[O-], predict the reaction product. The product is: [Cl:1][C:2]1[CH:10]=[CH:9][C:8]([C:11]2[CH:15]=[N:14][NH:13][N:12]=2)=[CH:7][C:3]=1[C:4]([NH:38][CH2:39][C:40]1([OH:47])[CH2:46][CH2:45][CH2:44][CH2:43][CH2:42][CH2:41]1)=[O:6]. (9) Given the reactants [CH3:1][O:2][C:3]1[CH:4]=[C:5]2[C:10](=[CH:11][C:12]=1[O:13][CH2:14][CH2:15][CH2:16]Cl)[N:9]=[CH:8][NH:7][C:6]2=[O:18].[NH:19]1[CH2:24][CH2:23][O:22][CH2:21][CH2:20]1, predict the reaction product. The product is: [CH3:1][O:2][C:3]1[CH:4]=[C:5]2[C:10](=[CH:11][C:12]=1[O:13][CH2:14][CH2:15][CH2:16][N:19]1[CH2:24][CH2:23][O:22][CH2:21][CH2:20]1)[N:9]=[CH:8][NH:7][C:6]2=[O:18].